Dataset: Catalyst prediction with 721,799 reactions and 888 catalyst types from USPTO. Task: Predict which catalyst facilitates the given reaction. (1) Reactant: [CH3:1][N:2]1[CH2:7][CH2:6][N:5]([CH:8]2[C:17]3[CH:16]=[C:15](OS(C(F)(F)F)(=O)=O)[CH:14]=[CH:13][C:12]=3[CH2:11][CH2:10][CH2:9]2)[CH2:4][CH2:3]1.CC1(C)C2C(=C(P(C3C=CC=CC=3)C3C=CC=CC=3)C=CC=2)OC2C(P(C3C=CC=CC=3)C3C=CC=CC=3)=CC=CC1=2.C(=O)([O-])[O-].[Cs+].[Cs+].[F:74][C:75]([F:86])([F:85])[C:76]1[CH:84]=[CH:83][C:79]([C:80]([NH2:82])=[O:81])=[CH:78][CH:77]=1. Product: [CH3:1][N:2]1[CH2:3][CH2:4][N:5]([CH:8]2[C:17]3[CH:16]=[C:15]([NH:82][C:80](=[O:81])[C:79]4[CH:83]=[CH:84][C:76]([C:75]([F:85])([F:86])[F:74])=[CH:77][CH:78]=4)[CH:14]=[CH:13][C:12]=3[CH2:11][CH2:10][CH2:9]2)[CH2:6][CH2:7]1. The catalyst class is: 62. (2) Reactant: [OH:1]/[N:2]=[C:3](\[NH2:15])/[C:4]1[CH:9]=[CH:8][C:7]([C:10]2[N:11]=[N:12][S:13][CH:14]=2)=[CH:6][CH:5]=1.[Cl:16][C:17]1[CH:22]=[CH:21][CH:20]=[CH:19][C:18]=1[C:23]1[C:27]([C:28](Cl)=[O:29])=[C:26]([CH3:31])[O:25][N:24]=1.C(N(CC)CC)C. Product: [Cl:16][C:17]1[CH:22]=[CH:21][CH:20]=[CH:19][C:18]=1[C:23]1[C:27]([C:28]([O:1]/[N:2]=[C:3](\[NH2:15])/[C:4]2[CH:5]=[CH:6][C:7]([C:10]3[N:11]=[N:12][S:13][CH:14]=3)=[CH:8][CH:9]=2)=[O:29])=[C:26]([CH3:31])[O:25][N:24]=1. The catalyst class is: 49. (3) Reactant: [C:1]([N:8]1[C@@H:13]([CH:14]=[CH:15][C:16]2[CH:21]=[CH:20][CH:19]=[CH:18][CH:17]=2)[CH2:12][CH2:11][CH2:10][C@@H:9]1[CH3:22])([O:3][C:4]([CH3:7])([CH3:6])[CH3:5])=[O:2]. Product: [C:1]([N:8]1[C@@H:13]([CH2:14][CH2:15][C:16]2[CH:21]=[CH:20][CH:19]=[CH:18][CH:17]=2)[CH2:12][CH2:11][CH2:10][C@@H:9]1[CH3:22])([O:3][C:4]([CH3:7])([CH3:6])[CH3:5])=[O:2]. The catalyst class is: 63. (4) Reactant: [N:1]1[CH:6]=[CH:5][CH:4]=[CH:3][C:2]=1[CH2:7][O:8][C:9]1[CH:18]=[C:17]([C:19]2[S:23][C:22]([CH2:24][OH:25])=[N:21][CH:20]=2)[C:16]2[CH2:15][CH2:14][CH2:13][CH2:12][C:11]=2[N:10]=1.C(Cl)Cl.C(Br)(Br)(Br)Br.[CH:34]1[CH:39]=CC(P(C2C=CC=CC=2)C2C=CC=CC=2)=C[CH:35]=1. Product: [CH3:35][CH:34]([O:25][CH2:24][C:22]1[S:23][C:19]([C:17]2[C:16]3[CH2:15][CH2:14][CH2:13][CH2:12][C:11]=3[N:10]=[C:9]([O:8][CH2:7][C:2]3[CH:3]=[CH:4][CH:5]=[CH:6][N:1]=3)[CH:18]=2)=[CH:20][N:21]=1)[CH3:39]. The catalyst class is: 84. (5) Product: [CH:2]([CH:15]1[C:20](=[O:21])[CH2:19][CH2:18][N:17]([CH:28]([C:27]2[CH:38]=[CH:39][C:24]([O:23][CH3:22])=[CH:25][CH:26]=2)[C:29]2[CH:30]=[CH:31][C:32]([O:35][CH3:36])=[CH:33][CH:34]=2)[CH2:16]1)([C:9]1[CH:14]=[CH:13][CH:12]=[CH:11][CH:10]=1)[C:3]1[CH:4]=[CH:5][CH:6]=[CH:7][CH:8]=1. Reactant: Cl.[CH:2]([CH:15]1[C:20](=[O:21])[CH2:19][CH2:18][NH:17][CH2:16]1)([C:9]1[CH:14]=[CH:13][CH:12]=[CH:11][CH:10]=1)[C:3]1[CH:8]=[CH:7][CH:6]=[CH:5][CH:4]=1.[CH3:22][O:23][C:24]1[CH:39]=[CH:38][C:27]([CH:28](O)[C:29]2[CH:34]=[CH:33][C:32]([O:35][CH3:36])=[CH:31][CH:30]=2)=[CH:26][CH:25]=1.C(N(C(C)C)CC)(C)C. The catalyst class is: 4. (6) Reactant: Br[C:2]1[CH:3]=[CH:4][C:5]([C:8]#[N:9])=[N:6][CH:7]=1.[F:10][C:11]1[CH:12]=[C:13]([SH:18])[CH:14]=[C:15]([F:17])[CH:16]=1.C(=O)([O-])[O-].[Cs+].[Cs+]. Product: [F:10][C:11]1[CH:12]=[C:13]([S:18][C:2]2[CH:3]=[CH:4][C:5]([C:8]#[N:9])=[N:6][CH:7]=2)[CH:14]=[C:15]([F:17])[CH:16]=1. The catalyst class is: 60. (7) Reactant: [C:1]([O:6][CH2:7][CH2:8][OH:9])(=[O:5])[C:2]([CH3:4])=[CH2:3].C(N(CC)CC)C.[C:17]([Cl:20])(Cl)=[O:18]. Product: [C:1]([O:6][CH2:7][CH2:8][OH:9])(=[O:5])[C:2]([CH3:4])=[CH2:3].[Cl:20][C:17]([O-:18])=[O:5]. The catalyst class is: 22.